This data is from Catalyst prediction with 721,799 reactions and 888 catalyst types from USPTO. The task is: Predict which catalyst facilitates the given reaction. (1) Reactant: [CH3:1][C:2]1[N:10]([CH:11]([C:13]2[CH:18]=[CH:17][CH:16]=[CH:15][CH:14]=2)[CH3:12])[C:9]2[C:4](=[N:5][CH:6]=[CH:7][CH:8]=2)[C:3]=1[C:19]([OH:21])=O.C[NH3+].F[P-](F)(F)(F)(F)F.N1(OC(N(C)C)=[N+](C)C)C2N=CC=CC=2N=N1.F[P-](F)(F)(F)(F)F.[NH2:55][CH2:56][C:57]1[C:58]([OH:65])=[N:59][C:60]([CH3:64])=[CH:61][C:62]=1[CH3:63].C(N(CC)CC)C. Product: [OH:65][C:58]1[C:57]([CH2:56][NH:55][C:19]([C:3]2[C:4]3=[N:5][CH:6]=[CH:7][CH:8]=[C:9]3[N:10]([CH:11]([C:13]3[CH:18]=[CH:17][CH:16]=[CH:15][CH:14]=3)[CH3:12])[C:2]=2[CH3:1])=[O:21])=[C:62]([CH3:63])[CH:61]=[C:60]([CH3:64])[N:59]=1. The catalyst class is: 42. (2) Reactant: C(OC(=O)[NH:7][C:8]1[CH:13]=[CH:12][CH:11]=[C:10]([C:14]2[CH:19]=[CH:18][C:17]([CH2:20][NH:21][S:22]([CH3:25])(=[O:24])=[O:23])=[CH:16][CH:15]=2)[N:9]=1)(C)(C)C. Product: [NH2:7][C:8]1[N:9]=[C:10]([C:14]2[CH:15]=[CH:16][C:17]([CH2:20][NH:21][S:22]([CH3:25])(=[O:24])=[O:23])=[CH:18][CH:19]=2)[CH:11]=[CH:12][CH:13]=1. The catalyst class is: 209.